Dataset: Catalyst prediction with 721,799 reactions and 888 catalyst types from USPTO. Task: Predict which catalyst facilitates the given reaction. (1) Reactant: [C:1]([C:9]1[CH:14]=[C:13]([Cl:15])[CH:12]=[CH:11][C:10]=1[NH:16][C:17](N1C=CN=C1)=[O:18])(=[O:8])[C:2]1[CH:7]=[CH:6][CH:5]=[CH:4][CH:3]=1.[F:24][C:25]([F:29])([F:28])[CH2:26][NH2:27]. Product: [Cl:15][C:13]1[CH:14]=[C:9]2[C:10](=[CH:11][CH:12]=1)[NH:16][C:17](=[O:18])[N:27]([CH2:26][C:25]([F:29])([F:28])[F:24])[C:1]2([OH:8])[C:2]1[CH:3]=[CH:4][CH:5]=[CH:6][CH:7]=1. The catalyst class is: 1. (2) Reactant: [OH:1][C:2]1[CH:3]=[C:4]([CH2:11][C:12]([OH:14])=[O:13])[CH:5]=[CH:6][C:7]=1[N+:8]([O-:10])=[O:9].[CH2:15](O)[CH3:16]. Product: [OH:1][C:2]1[CH:3]=[C:4]([CH2:11][C:12]([O:14][CH2:15][CH3:16])=[O:13])[CH:5]=[CH:6][C:7]=1[N+:8]([O-:10])=[O:9]. The catalyst class is: 33. (3) Reactant: [CH3:1][C:2]1[CH:7]=[CH:6][C:5]([C:8]2[CH:13]=[C:12]([S:14]([CH3:17])(=[O:16])=[O:15])[CH:11]=[C:10]([C:18]([OH:20])=O)[CH:9]=2)=[CH:4][CH:3]=1.Cl.CN(C)CCCN=C=NCC.O.ON1C2C=CC=CC=2N=N1.[CH3:44][C:45]1[N:50]=[CH:49][C:48]([CH2:51][NH2:52])=[CH:47][N:46]=1.C(N(CC)C(C)C)(C)C. Product: [CH3:1][C:2]1[CH:3]=[CH:4][C:5]([C:8]2[CH:13]=[C:12]([S:14]([CH3:17])(=[O:15])=[O:16])[CH:11]=[C:10]([C:18]([NH:52][CH2:51][C:48]3[CH:47]=[N:46][C:45]([CH3:44])=[N:50][CH:49]=3)=[O:20])[CH:9]=2)=[CH:6][CH:7]=1. The catalyst class is: 2. (4) Reactant: [CH3:1][C:2]1[N:7]=[C:6]([C:8]2[N:9]=[C:10]([C:17]3[CH:18]=[N:19][CH:20]=[C:21]([C:23]#[C:24][Si](C)(C)C)[CH:22]=3)[C:11]3[CH:16]=[CH:15][NH:14][C:12]=3[N:13]=2)[CH:5]=[CH:4][CH:3]=1.CCCC[N+](CCCC)(CCCC)CCCC.[F-]. Product: [C:23]([C:21]1[CH:22]=[C:17]([C:10]2[C:11]3[CH:16]=[CH:15][NH:14][C:12]=3[N:13]=[C:8]([C:6]3[CH:5]=[CH:4][CH:3]=[C:2]([CH3:1])[N:7]=3)[N:9]=2)[CH:18]=[N:19][CH:20]=1)#[CH:24]. The catalyst class is: 1. (5) Reactant: [CH3:1][O:2][C:3]1[CH:12]=[CH:11][C:10]2[C:5](=[CH:6][CH:7]=[C:8]([C:13]3[CH:18]=[CH:17][CH:16]=[C:15]([O:19][CH3:20])[CH:14]=3)[CH:9]=2)[C:4]=1[C:21]([OH:23])=O.S(Cl)(Cl)=O.[NH:28]1[CH2:33][CH2:32][O:31][CH2:30][CH2:29]1. Product: [CH3:1][O:2][C:3]1[CH:12]=[CH:11][C:10]2[C:5](=[CH:6][CH:7]=[C:8]([C:13]3[CH:18]=[CH:17][CH:16]=[C:15]([O:19][CH3:20])[CH:14]=3)[CH:9]=2)[C:4]=1[C:21]([N:28]1[CH2:33][CH2:32][O:31][CH2:30][CH2:29]1)=[O:23]. The catalyst class is: 1. (6) Reactant: [CH3:1][N:2]1[C:10]2[C:5](=[N:6][C:7]([CH:18]([NH2:20])[CH3:19])=[C:8]([N:11]3[CH2:17][C:13]4([CH2:16][O:15][CH2:14]4)[CH2:12]3)[CH:9]=2)[CH:4]=[CH:3]1.[NH2:21][C:22]1[N:27]=[C:26]([NH2:28])[C:25]([C:29]#[N:30])=[C:24](Cl)[N:23]=1.CCN(CC)CC. Product: [NH2:21][C:22]1[N:27]=[C:26]([NH2:28])[C:25]([C:29]#[N:30])=[C:24]([NH:20][CH:18]([C:7]2[N:6]=[C:5]3[CH:4]=[CH:3][N:2]([CH3:1])[C:10]3=[CH:9][C:8]=2[N:11]2[CH2:17][C:13]3([CH2:16][O:15][CH2:14]3)[CH2:12]2)[CH3:19])[N:23]=1. The catalyst class is: 31. (7) Reactant: [H-].[Na+].[N:3]1[CH:8]=[CH:7][CH:6]=[CH:5][C:4]=1[CH2:9][CH2:10][OH:11].[NH2:12][C:13]1[N:18]=[C:17](S(C)(=O)=O)[C:16]([C:23]2[CH:24]=[CH:25][C:26](=[O:32])[N:27]([CH:29]([CH3:31])[CH3:30])[N:28]=2)=[C:15]([C:33]2[CH:38]=[CH:37][CH:36]=[CH:35][CH:34]=2)[N:14]=1. Product: [NH2:12][C:13]1[N:14]=[C:15]([C:33]2[CH:34]=[CH:35][CH:36]=[CH:37][CH:38]=2)[C:16]([C:23]2[CH:24]=[CH:25][C:26](=[O:32])[N:27]([CH:29]([CH3:30])[CH3:31])[N:28]=2)=[C:17]([O:11][CH2:10][CH2:9][C:4]2[CH:5]=[CH:6][CH:7]=[CH:8][N:3]=2)[N:18]=1. The catalyst class is: 80. (8) Reactant: [F:1][C:2]1[CH:7]=[CH:6][C:5]([C:8]2[NH:12][N:11]=[C:10]([C:13]([O:15][CH2:16][CH3:17])=[O:14])[CH:9]=2)=[CH:4][CH:3]=1.C(=O)([O-])[O-].[K+].[K+].I[CH2:25][CH:26]([CH3:28])[CH3:27].O. Product: [F:1][C:2]1[CH:3]=[CH:4][C:5]([C:8]2[N:12]([CH2:25][CH:26]([CH3:28])[CH3:27])[N:11]=[C:10]([C:13]([O:15][CH2:16][CH3:17])=[O:14])[CH:9]=2)=[CH:6][CH:7]=1. The catalyst class is: 9.